Predict the product of the given reaction. From a dataset of Forward reaction prediction with 1.9M reactions from USPTO patents (1976-2016). Given the reactants [OH:1][CH:2]1[CH2:6][CH2:5][CH:4]([CH:7]([CH:30]2[CH2:34][CH2:33][CH:32]([OH:35])[CH2:31]2)[CH2:8][CH2:9][PH:10][CH2:11][CH2:12][CH2:13][PH:14][CH2:15][CH2:16][CH:17]([CH:24]2[CH2:28][CH2:27][CH:26]([OH:29])[CH2:25]2)[CH:18]2[CH2:22][CH2:21][CH:20]([OH:23])[CH2:19]2)[CH2:3]1.[C:36]([O-:39])(=[O:38])[CH3:37].[Pd+2:40].[C:41]([O-:44])(=[O:43])[CH3:42], predict the reaction product. The product is: [C:36]([O-:39])(=[O:38])[CH3:37].[Pd+2:40].[OH:29][CH:26]1[CH2:27][CH2:28][CH:24]([CH:17]([CH:18]2[CH2:22][CH2:21][CH:20]([OH:23])[CH2:19]2)[CH2:16][CH2:15][PH:14][CH2:13][CH2:12][CH2:11][PH:10][CH2:9][CH2:8][CH:7]([CH:4]2[CH2:5][CH2:6][CH:2]([OH:1])[CH2:3]2)[CH:30]2[CH2:34][CH2:33][CH:32]([OH:35])[CH2:31]2)[CH2:25]1.[C:41]([O-:44])(=[O:43])[CH3:42].